Dataset: Experimentally validated miRNA-target interactions with 360,000+ pairs, plus equal number of negative samples. Task: Binary Classification. Given a miRNA mature sequence and a target amino acid sequence, predict their likelihood of interaction. The miRNA is hsa-miR-513b-3p with sequence AAAUGUCACCUUUUUGAGAGGA. The protein sequence of the target gene is MGFIFSKSMNESMKNQKEFMLMNARLQLERQLIMQSEMRERQMAMQIAWSREFLKYFGTFFGLAAISLTAGAIKKKKPAFLVPIVPLSFILTYQYDLGYGTLLERMKGEAEDILETEKSKLQLPRGMITFESIEKARKEQSRFFIDK. Result: 1 (interaction).